Dataset: NCI-60 drug combinations with 297,098 pairs across 59 cell lines. Task: Regression. Given two drug SMILES strings and cell line genomic features, predict the synergy score measuring deviation from expected non-interaction effect. (1) Synergy scores: CSS=19.3, Synergy_ZIP=-1.51, Synergy_Bliss=1.89, Synergy_Loewe=-7.89, Synergy_HSA=2.44. Cell line: UACC62. Drug 1: CC1CC2C3CCC4=CC(=O)C=CC4(C3(C(CC2(C1(C(=O)CO)O)C)O)F)C. Drug 2: CC1CCC2CC(C(=CC=CC=CC(CC(C(=O)C(C(C(=CC(C(=O)CC(OC(=O)C3CCCCN3C(=O)C(=O)C1(O2)O)C(C)CC4CCC(C(C4)OC)OP(=O)(C)C)C)C)O)OC)C)C)C)OC. (2) Drug 2: CN(CCCl)CCCl.Cl. Drug 1: C1C(C(OC1N2C=C(C(=O)NC2=O)F)CO)O. Synergy scores: CSS=45.7, Synergy_ZIP=-9.94, Synergy_Bliss=-6.28, Synergy_Loewe=-2.88, Synergy_HSA=-0.587. Cell line: SF-295. (3) Drug 1: CC1=C(C=C(C=C1)NC2=NC=CC(=N2)N(C)C3=CC4=NN(C(=C4C=C3)C)C)S(=O)(=O)N.Cl. Drug 2: CCC1(C2=C(COC1=O)C(=O)N3CC4=CC5=C(C=CC(=C5CN(C)C)O)N=C4C3=C2)O.Cl. Cell line: SNB-19. Synergy scores: CSS=17.9, Synergy_ZIP=1.44, Synergy_Bliss=1.14, Synergy_Loewe=-38.4, Synergy_HSA=0.0185. (4) Drug 1: CCC1(CC2CC(C3=C(CCN(C2)C1)C4=CC=CC=C4N3)(C5=C(C=C6C(=C5)C78CCN9C7C(C=CC9)(C(C(C8N6C=O)(C(=O)OC)O)OC(=O)C)CC)OC)C(=O)OC)O.OS(=O)(=O)O. Drug 2: CCCCC(=O)OCC(=O)C1(CC(C2=C(C1)C(=C3C(=C2O)C(=O)C4=C(C3=O)C=CC=C4OC)O)OC5CC(C(C(O5)C)O)NC(=O)C(F)(F)F)O. Cell line: COLO 205. Synergy scores: CSS=68.8, Synergy_ZIP=0.184, Synergy_Bliss=-3.73, Synergy_Loewe=-7.32, Synergy_HSA=-3.82. (5) Drug 1: CC(CN1CC(=O)NC(=O)C1)N2CC(=O)NC(=O)C2. Drug 2: CC1OCC2C(O1)C(C(C(O2)OC3C4COC(=O)C4C(C5=CC6=C(C=C35)OCO6)C7=CC(=C(C(=C7)OC)O)OC)O)O. Cell line: MCF7. Synergy scores: CSS=36.8, Synergy_ZIP=-2.44, Synergy_Bliss=-0.450, Synergy_Loewe=-3.12, Synergy_HSA=3.93. (6) Drug 1: CC1C(C(CC(O1)OC2CC(CC3=C2C(=C4C(=C3O)C(=O)C5=C(C4=O)C(=CC=C5)OC)O)(C(=O)C)O)N)O.Cl. Drug 2: CC=C1C(=O)NC(C(=O)OC2CC(=O)NC(C(=O)NC(CSSCCC=C2)C(=O)N1)C(C)C)C(C)C. Cell line: MALME-3M. Synergy scores: CSS=81.7, Synergy_ZIP=13.1, Synergy_Bliss=15.7, Synergy_Loewe=7.02, Synergy_HSA=16.9.